From a dataset of Full USPTO retrosynthesis dataset with 1.9M reactions from patents (1976-2016). Predict the reactants needed to synthesize the given product. Given the product [Cl:24][C:21]1[CH:22]=[CH:23][C:18]([C:14]2[C:13]([CH2:12][O:11][C:8]3[N:9]=[CH:10][C:5]([C:3]([OH:4])=[O:2])=[N:6][CH:7]=3)=[CH:17][O:16][N:15]=2)=[CH:19][CH:20]=1, predict the reactants needed to synthesize it. The reactants are: C[O:2][C:3]([C:5]1[CH:10]=[N:9][C:8]([O:11][CH2:12][C:13]2[C:14]([C:18]3[CH:23]=[CH:22][C:21]([Cl:24])=[CH:20][CH:19]=3)=[N:15][O:16][CH:17]=2)=[CH:7][N:6]=1)=[O:4].O.[OH-].[Li+].Cl.